The task is: Binary Classification. Given a drug SMILES string, predict its activity (active/inactive) in a high-throughput screening assay against a specified biological target.. This data is from Tyrosyl-DNA phosphodiesterase HTS with 341,365 compounds. (1) The compound is OC1(c2c(c3c1cccc3)cccc2)C(=O)NN\C=C1\C(=O)C=CC=C1. The result is 0 (inactive). (2) The compound is o1c2c(cc(c3[nH]c4c(n3)ccc(c4)C)c1=O)cc(cc2)C. The result is 0 (inactive). (3) The drug is O=C(N1CCN(CC1)\C=c1\n(c(=O)c2c([nH]1)cccc2)c1c(OCC)cccc1)c1occc1. The result is 0 (inactive). (4) The compound is n1c(c(nc2c1cc(c(c2)C#N)C#N)c1ccccc1)c1cc(c(cc1)C#N)C#N. The result is 0 (inactive). (5) The compound is N(\N=C\c1ccccc1)c1ncnc2c1cccc2. The result is 0 (inactive). (6) The compound is Fc1ccc(CC(CCC=C)C(OCC(NC(=O)C(CC(=O)NC(Cc2ccccc2)CO)CC=C)C)=O)cc1. The result is 0 (inactive).